This data is from TCR-epitope binding with 47,182 pairs between 192 epitopes and 23,139 TCRs. The task is: Binary Classification. Given a T-cell receptor sequence (or CDR3 region) and an epitope sequence, predict whether binding occurs between them. The TCR CDR3 sequence is CATTVGVIGNQPQHF. The epitope is QVPLRPMTYK. Result: 0 (the TCR does not bind to the epitope).